From a dataset of Full USPTO retrosynthesis dataset with 1.9M reactions from patents (1976-2016). Predict the reactants needed to synthesize the given product. (1) Given the product [CH3:23][C:16]1([N:15]2[CH2:14][C:13]3[C:12](=[CH:27][CH:26]=[CH:25][CH:24]=3)[N:11]=[CH:1]2)[CH2:20][C:19](=[O:21])[NH:18][C:17]1=[O:22], predict the reactants needed to synthesize it. The reactants are: [CH2:1](OC(OCC)OCC)C.[NH2:11][C:12]1[CH:27]=[CH:26][CH:25]=[CH:24][C:13]=1[CH2:14][NH:15][C:16]1([CH3:23])[CH2:20][C:19](=[O:21])[NH:18][C:17]1=[O:22]. (2) Given the product [OH:2][CH2:1][C:3]1[CH:13]=[CH:12][C:6]([CH2:7][CH2:8][C:9]([OH:11])=[O:10])=[CH:5][CH:4]=1, predict the reactants needed to synthesize it. The reactants are: [CH:1]([C:3]1[CH:13]=[CH:12][C:6]([CH:7]=[CH:8][C:9]([OH:11])=[O:10])=[CH:5][CH:4]=1)=[O:2]. (3) Given the product [NH2:10][C:11]1[C:12]([C:27]([NH:29][C:30]2[CH:31]=[N:32][CH:33]=[CH:34][C:35]=2[N:36]2[CH2:41][C@H:40]([CH3:42])[C@@H:39]([OH:43])[C@H:38]([NH2:51])[CH2:37]2)=[O:28])=[N:13][C:14]2[C:19]([CH:20]=1)=[CH:18][CH:17]=[C:16]([N:21]1[CH2:22][CH2:23][O:24][CH2:25][CH2:26]1)[CH:15]=2, predict the reactants needed to synthesize it. The reactants are: C(OC(=O)[NH:10][C:11]1[C:12]([C:27]([NH:29][C:30]2[CH:31]=[N:32][CH:33]=[CH:34][C:35]=2[N:36]2[CH2:41][C@H:40]([CH3:42])[C@@H:39]([O:43][Si](C(C)(C)C)(C)C)[C@H:38]([NH:51]C(OC(C)(C)C)=O)[CH2:37]2)=[O:28])=[N:13][C:14]2[C:19]([CH:20]=1)=[CH:18][CH:17]=[C:16]([N:21]1[CH2:26][CH2:25][O:24][CH2:23][CH2:22]1)[CH:15]=2)C1C=CC=CC=1.[H][H]. (4) Given the product [CH3:17][O:18][C:19]1[CH:24]=[CH:23][C:22](/[CH:25]=[CH:26]/[C:27]2[NH:8][C:7]3[CH:6]=[CH:5][C:4]([C:9]4[CH:15]=[CH:14][C:12]5[N:13]=[C:27](/[CH:26]=[CH:25]/[C:22]6[CH:21]=[CH:20][C:19]([O:18][CH3:17])=[CH:24][CH:23]=6)[NH:16][C:11]=5[CH:10]=4)=[CH:3][C:2]=3[N:1]=2)=[CH:21][CH:20]=1, predict the reactants needed to synthesize it. The reactants are: [NH2:1][C:2]1[CH:3]=[C:4]([C:9]2[CH:15]=[CH:14][C:12]([NH2:13])=[C:11]([NH2:16])[CH:10]=2)[CH:5]=[CH:6][C:7]=1[NH2:8].[CH3:17][O:18][C:19]1[CH:24]=[CH:23][C:22]([CH:25]=[CH:26][CH:27]=O)=[CH:21][CH:20]=1. (5) Given the product [Cl:12][C:10]1[CH:11]=[C:2]([NH:1][CH:14]2[CH2:19][CH2:18][CH2:17][CH2:16][CH2:15]2)[C:3]([CH3:13])=[C:4]([CH:9]=1)[C:5]([O:7][CH3:8])=[O:6], predict the reactants needed to synthesize it. The reactants are: [NH2:1][C:2]1[C:3]([CH3:13])=[C:4]([CH:9]=[C:10]([Cl:12])[CH:11]=1)[C:5]([O:7][CH3:8])=[O:6].[C:14]1(=O)[CH2:19][CH2:18][CH2:17][CH2:16][CH2:15]1.C(O)(=O)C.C([BH3-])#N.[Na+].